Dataset: Reaction yield outcomes from USPTO patents with 853,638 reactions. Task: Predict the reaction yield, written as a fraction of the theoretical maximum amount of product (1.0 means a 100% yield; for example, 0.34 means a 34% yield). (1) The reactants are [OH:1][NH:2][C:3]([C:5]1[C:10]([CH3:11])=[CH:9][CH:8]=[CH:7][N:6]=1)=[NH:4].[CH3:12][O:13][C:14]1[CH:15]=[CH:16][CH:17]=[C:18]([OH:23])[C:19]=1[C:20](O)=O. The yield is 0.220. No catalyst specified. The product is [CH3:12][O:13][C:14]1[C:19]([C:20]2[O:1][N:2]=[C:3]([C:5]3[C:10]([CH3:11])=[CH:9][CH:8]=[CH:7][N:6]=3)[N:4]=2)=[C:18]([OH:23])[CH:17]=[CH:16][CH:15]=1. (2) The reactants are [NH2:1][C:2]1[CH:10]=[CH:9][C:8]([CH3:11])=[CH:7][C:3]=1[C:4]([OH:6])=[O:5].[O:12]([C:19]1[CH:24]=[CH:23][C:22]([N:25]=[C:26]=O)=[CH:21][CH:20]=1)[C:13]1[CH:18]=[CH:17][CH:16]=[CH:15][CH:14]=1.C(Cl)CCl. The catalyst is C1COCC1.CN(C=O)C. The product is [CH3:11][C:8]1[CH:9]=[CH:10][C:2]2[N:1]=[C:26]([NH:25][C:22]3[CH:23]=[CH:24][C:19]([O:12][C:13]4[CH:14]=[CH:15][CH:16]=[CH:17][CH:18]=4)=[CH:20][CH:21]=3)[O:5][C:4](=[O:6])[C:3]=2[CH:7]=1. The yield is 0.400. (3) The reactants are [H-].[Na+].[CH3:3][CH:4]1[CH2:9][CH2:8][CH2:7][CH2:6][C:5]1=[O:10].[CH2:11](Br)[CH:12]=[CH2:13].O. The catalyst is COC(O)C(O)OC. The product is [CH3:3][C:4]1([CH2:13][CH:12]=[CH2:11])[CH2:9][CH2:8][CH2:7][CH2:6][C:5]1=[O:10]. The yield is 0.350. (4) The reactants are [C:9](O[C:9]([O:11][C:12]([CH3:15])(C)C)=[O:10])([O:11][C:12](C)(C)[CH3:15])=[O:10].[Br:16][C:17]1[C:18]([NH:24][CH2:25][CH:26]2[CH2:31][CH2:30][NH:29][CH2:28][CH2:27]2)=[CH:19][C:20]([NH2:23])=[N:21][CH:22]=1.[CH2:32](N(CC)CC)[CH3:33]. The catalyst is ClCCl. The product is [NH2:23][C:20]1[CH:19]=[C:18]([NH:24][CH2:25][CH:26]2[CH2:27][CH2:28][N:29]([C:9]([O:11][CH2:12][CH2:15][CH2:32][CH3:33])=[O:10])[CH2:30][CH2:31]2)[C:17]([Br:16])=[CH:22][N:21]=1. The yield is 0.530. (5) The reactants are [Br:1][C:2]1[CH:6]=[N:5][N:4]([CH3:7])[C:3]=1[C:8]1[CH:9]=[C:10]([NH2:16])[CH:11]=[CH:12][C:13]=1[O:14][CH3:15].[Cl:17][C:18]1[CH:23]=[CH:22][C:21]([N:24]=[C:25]=[O:26])=[CH:20][CH:19]=1. The product is [Br:1][C:2]1[CH:6]=[N:5][N:4]([CH3:7])[C:3]=1[C:8]1[CH:9]=[C:10]([NH:16][C:25]([NH:24][C:21]2[CH:22]=[CH:23][C:18]([Cl:17])=[CH:19][CH:20]=2)=[O:26])[CH:11]=[CH:12][C:13]=1[O:14][CH3:15]. The catalyst is C(Cl)Cl. The yield is 0.840. (6) The reactants are [Cl:1][C:2]1[C:3]([CH3:15])=[C:4]([I:14])[C:5]([O:11][CH2:12][CH3:13])=[C:6]([C:8](=[O:10])[CH3:9])[CH:7]=1. The catalyst is C(O)C. The product is [Cl:1][C:2]1[C:3]([CH3:15])=[C:4]([I:14])[C:5]([O:11][CH2:12][CH3:13])=[C:6]([CH:8]([OH:10])[CH3:9])[CH:7]=1. The yield is 0.940. (7) The product is [CH3:24][N:23]([CH3:25])[C:20]1[CH:19]=[CH:18][C:17]([S:16][C:12]2[CH:11]=[C:10]([CH2:9][OH:8])[CH:15]=[CH:14][CH:13]=2)=[CH:22][CH:21]=1. The catalyst is O1CCCC1.[Cl-].[Na+].O. The yield is 0.980. The reactants are [H-].[Al+3].[Li+].[H-].[H-].[H-].C[O:8][C:9](=O)[C:10]1[CH:15]=[CH:14][CH:13]=[C:12]([S:16][C:17]2[CH:22]=[CH:21][C:20]([N:23]([CH3:25])[CH3:24])=[CH:19][CH:18]=2)[CH:11]=1.CC(C)=O. (8) The yield is 0.720. The product is [CH3:29][C:8]1[N:9]=[C:10]([N:12]2[CH2:16][CH2:15][N:14]([CH2:17][C:18]3[CH:19]=[CH:20][C:21]([C:24]([F:26])([F:27])[F:25])=[CH:22][CH:23]=3)[C:13]2=[O:28])[S:11][C:7]=1[C:5]1[CH:4]=[CH:3][NH:2][N:32]=1. The reactants are C[N:2](C)/[CH:3]=[CH:4]/[C:5]([C:7]1[S:11][C:10]([N:12]2[CH2:16][CH2:15][N:14]([CH2:17][C:18]3[CH:23]=[CH:22][C:21]([C:24]([F:27])([F:26])[F:25])=[CH:20][CH:19]=3)[C:13]2=[O:28])=[N:9][C:8]=1[CH3:29])=O.O.[NH2:32]N. The catalyst is C(O)C. (9) The reactants are [F:1][C:2]1[CH:7]=[C:6]([F:8])[CH:5]=[CH:4][C:3]=1[CH:9]([N:21]1[CH2:26][CH2:25][CH2:24][CH2:23][CH2:22]1)[C:10]([O:12][C@@H:13]1[CH:18]2[CH2:19][CH2:20][N:15]([CH2:16][CH2:17]2)[CH2:14]1)=[O:11].[Cl:27][CH2:28][C:29]([C:31]1[CH:36]=[CH:35][CH:34]=[CH:33][CH:32]=1)=[O:30]. The catalyst is C(#N)C. The product is [Cl-:27].[F:1][C:2]1[CH:7]=[C:6]([F:8])[CH:5]=[CH:4][C:3]=1[CH:9]([N:21]1[CH2:26][CH2:25][CH2:24][CH2:23][CH2:22]1)[C:10]([O:12][C@@H:13]1[CH:18]2[CH2:19][CH2:20][N+:15]([CH2:28][C:29](=[O:30])[C:31]3[CH:36]=[CH:35][CH:34]=[CH:33][CH:32]=3)([CH2:16][CH2:17]2)[CH2:14]1)=[O:11]. The yield is 0.666.